This data is from Catalyst prediction with 721,799 reactions and 888 catalyst types from USPTO. The task is: Predict which catalyst facilitates the given reaction. (1) Reactant: [Cl:1][C:2]1[N:7]=[C:6](Cl)[CH:5]=[CH:4][N:3]=1.[NH2:9][CH2:10][CH2:11][C:12]1[CH:17]=[CH:16][CH:15]=[CH:14][N:13]=1.C(N(CC)C(C)C)(C)C. Product: [Cl:1][C:2]1[N:7]=[C:6]([NH:9][CH2:10][CH2:11][C:12]2[CH:17]=[CH:16][CH:15]=[CH:14][N:13]=2)[CH:5]=[CH:4][N:3]=1. The catalyst class is: 32. (2) Reactant: C([O:3][C:4](=[O:28])[CH2:5][CH2:6][C:7]1[CH:12]=[CH:11][C:10]([C:13]2[NH:22][C:21](=[O:23])[C:20]3[C:15](=[CH:16][C:17]([O:26][CH3:27])=[CH:18][C:19]=3[O:24][CH3:25])[N:14]=2)=[CH:9][CH:8]=1)C.C1COCC1.CO.[OH-].[K+]. Product: [CH3:25][O:24][C:19]1[CH:18]=[C:17]([O:26][CH3:27])[CH:16]=[C:15]2[C:20]=1[C:21](=[O:23])[NH:22][C:13]([C:10]1[CH:9]=[CH:8][C:7]([CH2:6][CH2:5][C:4]([OH:28])=[O:3])=[CH:12][CH:11]=1)=[N:14]2. The catalyst class is: 6. (3) Reactant: [H-].C([Al+]CC(C)C)C(C)C.C([O:13][C:14](=O)/[C:15](/[F:29])=[CH:16]/[C:17]1[CH:22]=[CH:21][C:20]([C:23]2[N:28]=[CH:27][CH:26]=[CH:25][N:24]=2)=[CH:19][CH:18]=1)C. Product: [F:29]/[C:15](=[CH:16]\[C:17]1[CH:18]=[CH:19][C:20]([C:23]2[N:24]=[CH:25][CH:26]=[CH:27][N:28]=2)=[CH:21][CH:22]=1)/[CH2:14][OH:13]. The catalyst class is: 2. (4) Reactant: [I:1][C:2]1[S:3][C:4]([C:13]([O:15]CC)=[O:14])=[C:5]([C:7]2[CH:12]=[CH:11][CH:10]=[CH:9][CH:8]=2)[N:6]=1.[OH-].[Na+].Cl. Product: [I:1][C:2]1[S:3][C:4]([C:13]([OH:15])=[O:14])=[C:5]([C:7]2[CH:12]=[CH:11][CH:10]=[CH:9][CH:8]=2)[N:6]=1. The catalyst class is: 8. (5) The catalyst class is: 10. Product: [CH3:1][O:2][C:3](=[O:23])[C:4]1[CH:5]=[CH:6][C:7]([CH2:10][N:11]([CH:12]2[CH2:17][CH2:16][C:15]3([CH2:22][CH2:21][CH2:20][CH2:19][CH2:18]3)[CH2:14][CH2:13]2)[C:33]([NH:32][C:28]2[CH:29]=[CH:30][CH:31]=[C:26]([S:25][CH3:24])[CH:27]=2)=[O:34])=[CH:8][CH:9]=1. Reactant: [CH3:1][O:2][C:3](=[O:23])[C:4]1[CH:9]=[CH:8][C:7]([CH2:10][NH:11][CH:12]2[CH2:17][CH2:16][C:15]3([CH2:22][CH2:21][CH2:20][CH2:19][CH2:18]3)[CH2:14][CH2:13]2)=[CH:6][CH:5]=1.[CH3:24][S:25][C:26]1[CH:27]=[C:28]([N:32]=[C:33]=[O:34])[CH:29]=[CH:30][CH:31]=1.